Dataset: Reaction yield outcomes from USPTO patents with 853,638 reactions. Task: Predict the reaction yield, written as a fraction of the theoretical maximum amount of product (1.0 means a 100% yield; for example, 0.34 means a 34% yield). (1) The reactants are [CH3:1][O:2][C:3]1[CH:8]=[CH:7][C:6]([N:9]2[CH:13]=[CH:12][C:11](NCC(OC)=O)=[N:10]2)=[CH:5][CH:4]=1.C(N(CC)CC)C.ClC([O:30][CH2:31][CH:32](C)[CH3:33])=O.[BH4-].[Na+]. The catalyst is O1CCCC1.O. The product is [CH3:1][O:2][C:3]1[CH:4]=[CH:5][C:6]([N:9]2[CH:13]=[CH:12][C:11](/[CH:33]=[CH:32]/[CH2:31][OH:30])=[N:10]2)=[CH:7][CH:8]=1. The yield is 0.520. (2) The product is [Cl:49][C:44]1[CH:43]=[C:42]([CH:47]=[CH:46][C:45]=1[Cl:48])[CH2:41][N:32]1[CH2:31][C:21]2([N:20]([C:17]3[CH:16]=[CH:15][C:14]([O:13][CH3:12])=[CH:19][CH:18]=3)[C:29](=[O:30])[C:28]3[C:23](=[CH:24][CH:25]=[CH:26][CH:27]=3)[NH:22]2)[CH2:33]1. The reactants are S(C1C=CC(C)=CC=1)([O-])(=O)=O.[CH3:12][O:13][C:14]1[CH:19]=[CH:18][C:17]([N:20]2[C:29](=[O:30])[C:28]3[C:23](=[CH:24][CH:25]=[CH:26][CH:27]=3)[NH:22][C:21]32[CH2:33][NH:32][CH2:31]3)=[CH:16][CH:15]=1.C(=O)([O-])[O-].[Cs+].[Cs+].Br[CH2:41][C:42]1[CH:47]=[CH:46][C:45]([Cl:48])=[C:44]([Cl:49])[CH:43]=1.C([O-])(O)=O.[Na+]. The catalyst is ClCCl.C(#N)C. The yield is 0.740. (3) The reactants are [F:1][C:2]1[CH:3]=[C:4]([N:9]2[C:13]([CH3:15])([CH3:14])[C:12](=[O:16])[N:11]([C:17]3[CH:24]=[CH:23][C:20]([C:21]#[N:22])=[C:19]([C:25]([F:28])([F:27])[F:26])[CH:18]=3)[C:10]2=[S:29])[CH:5]=[CH:6][C:7]=1[OH:8].C(=O)([O-])[O-].[K+].[K+].CN(C)C=O.Br[CH:42]([OH:44])[CH3:43]. The catalyst is O. The product is [F:1][C:2]1[CH:3]=[C:4]([N:9]2[C:13]([CH3:14])([CH3:15])[C:12](=[O:16])[N:11]([C:17]3[CH:24]=[CH:23][C:20]([C:21]#[N:22])=[C:19]([C:25]([F:26])([F:27])[F:28])[CH:18]=3)[C:10]2=[S:29])[CH:5]=[CH:6][C:7]=1[O:8][CH2:43][CH2:42][OH:44]. The yield is 0.453. (4) The reactants are Cl.[NH:2]1[CH2:5][CH:4]([O:6][C:7]2[CH:12]=[CH:11][C:10]([I:13])=[CH:9][N:8]=2)[CH2:3]1.C(N(CC)CC)C.[CH:21]1[CH:26]=[N:25][CH:24]=[C:23]([N:27]=[C:28]=[O:29])[CH:22]=1. The catalyst is ClCCl. The product is [N:25]1[CH:26]=[CH:21][CH:22]=[C:23]([NH:27][C:28]([N:2]2[CH2:3][CH:4]([O:6][C:7]3[CH:12]=[CH:11][C:10]([I:13])=[CH:9][N:8]=3)[CH2:5]2)=[O:29])[CH:24]=1. The yield is 0.420. (5) The reactants are [NH2:1][CH2:2][C:3]1[CH:8]=[CH:7][N:6]=[CH:5][CH:4]=1.[Br:9][C:10]1[S:14][C:13]([S:15](Cl)(=[O:17])=[O:16])=[CH:12][CH:11]=1.C(N(CC)CC)C. The catalyst is C1COCC1. The product is [N:6]1[CH:7]=[CH:8][C:3]([CH2:2][NH:1][S:15]([C:13]2[S:14][C:10]([Br:9])=[CH:11][CH:12]=2)(=[O:17])=[O:16])=[CH:4][CH:5]=1. The yield is 0.950. (6) The reactants are [Br:1][C:2]1[CH:7]=[CH:6][C:5]([SH:8])=[CH:4][CH:3]=1.[C:9]([O:13][C:14]([N:16]1[CH2:21][CH2:20][CH:19](O)[CH2:18][CH2:17]1)=[O:15])([CH3:12])([CH3:11])[CH3:10].C1(P(C2C=CC=CC=2)C2C=CC=CC=2)C=CC=CC=1.N(C(OCC)=O)=NC(OCC)=O. The catalyst is C1COCC1. The product is [C:9]([O:13][C:14]([N:16]1[CH2:21][CH2:20][CH:19]([S:8][C:5]2[CH:6]=[CH:7][C:2]([Br:1])=[CH:3][CH:4]=2)[CH2:18][CH2:17]1)=[O:15])([CH3:12])([CH3:10])[CH3:11]. The yield is 0.410. (7) The catalyst is C(OCC)(=O)CC. The yield is 0.150. The reactants are [CH:1](=[N:8]/[C:9]1[CH:17]=[C:16]([Cl:18])[CH:15]=[C:14]2[C:10]=1[CH2:11][O:12][C:13]2=[O:19])\[C:2]1[CH:7]=[CH:6][CH:5]=[CH:4][CH:3]=1.[CH3:20][N:21]1[CH:25]=[CH:24][N:23]=[C:22]1[CH:26]=O.[O-:28][CH2:29][CH3:30].[Na+]. The product is [Cl:18][C:16]1[CH:15]=[C:14]([C:13]([O:12][CH2:11][CH3:10])=[O:19])[C:30]2[C:29](=[O:28])[CH:26]([C:22]3[N:21]([CH3:20])[CH:25]=[CH:24][N:23]=3)[CH:1]([C:2]3[CH:3]=[CH:4][CH:5]=[CH:6][CH:7]=3)[NH:8][C:9]=2[CH:17]=1. (8) The product is [O:23]1[CH2:24][C@H:22]1[CH2:21][O:13][C:11]1[CH:12]=[C:3]([O:2][CH3:1])[CH:4]=[C:5]2[O:9][C:8]([CH3:10])=[N:7][C:6]=12. The yield is 0.837. The reactants are [CH3:1][O:2][C:3]1[CH:4]=[C:5]2[O:9][C:8]([CH3:10])=[N:7][C:6]2=[C:11]([OH:13])[CH:12]=1.[N+](C1C=C(C=CC=1)O[CH2:21][C@@H:22]1[CH2:24][O:23]1)([O-])=O.C(=O)([O-])[O-].[Cs+].[Cs+]. The catalyst is CN(C=O)C.